From a dataset of Reaction yield outcomes from USPTO patents with 853,638 reactions. Predict the reaction yield, written as a fraction of the theoretical maximum amount of product (1.0 means a 100% yield; for example, 0.34 means a 34% yield). (1) The reactants are [CH3:1][CH:2]([C:7]([O:9][CH3:10])=[O:8])[C:3]([O:5][CH3:6])=[O:4].[Br:11][CH2:12][CH2:13][CH2:14]Br.[OH-].[Na+]. No catalyst specified. The product is [CH3:6][O:5][C:3](=[O:4])[C:2]([CH2:14][CH2:13][CH2:12][Br:11])([CH3:1])[C:7]([O:9][CH3:10])=[O:8]. The yield is 0.760. (2) The reactants are [CH:1]([C:3]1[N:8]=[CH:7][N:6]=[C:5]([NH:9][C:10](=[O:16])[O:11][C:12]([CH3:15])([CH3:14])[CH3:13])[CH:4]=1)=C.[O:17]=[O+][O-].CSC. The catalyst is CO. The product is [CH:1]([C:3]1[N:8]=[CH:7][N:6]=[C:5]([NH:9][C:10](=[O:16])[O:11][C:12]([CH3:15])([CH3:14])[CH3:13])[CH:4]=1)=[O:17]. The yield is 1.00.